Dataset: Catalyst prediction with 721,799 reactions and 888 catalyst types from USPTO. Task: Predict which catalyst facilitates the given reaction. (1) Reactant: C(OC([N:8]([CH2:12][C:13]1[CH:14]=[C:15]([NH:20][C:21](=[O:43])[CH2:22][N:23]2[CH:27]=[C:26]([O:28][C:29]3[C:38]4[C:33](=[CH:34][C:35]([O:41][CH3:42])=[C:36]([C:39]#[N:40])[CH:37]=4)[N:32]=[CH:31][CH:30]=3)[CH:25]=[N:24]2)[CH:16]=[C:17]([CH3:19])[CH:18]=1)[CH:9]1[CH2:11][CH2:10]1)=O)(C)(C)C.FC(F)(F)C(O)=O. Product: [CH:9]1([NH:8][CH2:12][C:13]2[CH:14]=[C:15]([NH:20][C:21](=[O:43])[CH2:22][N:23]3[CH:27]=[C:26]([O:28][C:29]4[C:38]5[C:33](=[CH:34][C:35]([O:41][CH3:42])=[C:36]([C:39]#[N:40])[CH:37]=5)[N:32]=[CH:31][CH:30]=4)[CH:25]=[N:24]3)[CH:16]=[C:17]([CH3:19])[CH:18]=2)[CH2:11][CH2:10]1. The catalyst class is: 2. (2) Reactant: O.O.[Sn](Cl)(Cl)(Cl)Cl.[Br:8][C:9]1[CH:10]=[CH:11][C:12]2[N:13]([CH:15]=[C:16]([C:18]3[CH:23]=[CH:22][C:21]([N+:24]([O-])=O)=[CH:20][CH:19]=3)[N:17]=2)[CH:14]=1. Product: [Br:8][C:9]1[CH:10]=[CH:11][C:12]2[N:13]([CH:15]=[C:16]([C:18]3[CH:23]=[CH:22][C:21]([NH2:24])=[CH:20][CH:19]=3)[N:17]=2)[CH:14]=1. The catalyst class is: 1. (3) Reactant: [C:1]1([C:7]([C:9]([C:11]2[CH:16]=[CH:15][CH:14]=[CH:13][CH:12]=2)=O)=O)[CH:6]=[CH:5][CH:4]=[CH:3][CH:2]=1.C([O-])(=O)C.[NH4+:21].[CH3:22][C:23]1[C:28]([OH:29])=[C:27]([CH:30]=O)[C:26]([CH2:32][OH:33])=[CH:25][N:24]=1.Cl.[OH-].[NH4+:36]. Product: [C:1]1([C:7]2[N:21]=[C:30]([C:27]3[C:26]([CH2:32][OH:33])=[CH:25][N:24]=[C:23]([CH3:22])[C:28]=3[OH:29])[NH:36][C:9]=2[C:11]2[CH:16]=[CH:15][CH:14]=[CH:13][CH:12]=2)[CH:6]=[CH:5][CH:4]=[CH:3][CH:2]=1. The catalyst class is: 16. (4) Reactant: Cl[C:2]1[CH:7]=[C:6]([Cl:8])[N:5]=[C:4]([S:9][CH2:10][C:11]2[CH:16]=[CH:15][CH:14]=[C:13]([F:17])[C:12]=2[F:18])[N:3]=1.[CH2:19]([OH:22])[CH2:20][OH:21].[H-].[Na+]. Product: [Cl:8][C:6]1[N:5]=[C:4]([S:9][CH2:10][C:11]2[CH:16]=[CH:15][CH:14]=[C:13]([F:17])[C:12]=2[F:18])[N:3]=[C:2]([O:21][CH2:20][CH2:19][OH:22])[CH:7]=1. The catalyst class is: 1. (5) Product: [CH:1]1([N:6]2[C:11]3[N:12]=[C:13]([S:16][CH3:17])[N:14]=[CH:15][C:10]=3[C:9]([CH3:18])=[C:8]([I:33])[C:7]2=[O:19])[CH2:2][CH2:3][CH2:4][CH2:5]1. Reactant: [CH:1]1([N:6]2[C:11]3[N:12]=[C:13]([S:16][CH3:17])[N:14]=[CH:15][C:10]=3[C:9]([CH3:18])=[CH:8][C:7]2=[O:19])[CH2:5][CH2:4][CH2:3][CH2:2]1.II.FC(F)(F)C(OC1C(OC(=O)C(F)(F)F)=C([I:33])C=CC=1)=O.S([O-])([O-])(=O)=S.[Na+].[Na+]. The catalyst class is: 4. (6) Reactant: [Br:1][C:2]1[CH:7]=[C:6]([N+:8]([O-])=O)[CH:5]=[CH:4][C:3]=1[Cl:11]. The catalyst class is: 350. Product: [Br:1][C:2]1[CH:7]=[C:6]([NH2:8])[CH:5]=[CH:4][C:3]=1[Cl:11]. (7) Product: [CH:1]([P:3](=[O:4])([OH:6])[OH:5])=[CH2:2].[C:7]([NH2:11])(=[O:10])[CH:8]=[CH2:9]. Reactant: [CH:1]([P:3](=[O:6])([OH:5])[OH:4])=[CH2:2].[C:7]([NH2:11])(=[O:10])[CH:8]=[CH2:9].CC(N=NC(C#N)(C)C)(C#N)C. The catalyst class is: 8. (8) Reactant: [C:1]([OH:12])(=[O:11])[C:2]1[CH:10]=[CH:9][CH:8]=[C:4]([C:5]([OH:7])=[O:6])[CH:3]=1.[Br:13]N1C(=O)CCC1=O. Product: [Br:13][C:9]1[CH:10]=[C:2]([C:1]([OH:12])=[O:11])[CH:3]=[C:4]([CH:8]=1)[C:5]([OH:7])=[O:6]. The catalyst class is: 82.